From a dataset of Retrosynthesis with 50K atom-mapped reactions and 10 reaction types from USPTO. Predict the reactants needed to synthesize the given product. (1) Given the product C=C(C)CSc1ccccc1O, predict the reactants needed to synthesize it. The reactants are: C=C(C)CCl.Oc1ccccc1S. (2) Given the product CNS(=O)(=O)c1cccc(CCCC(CCc2ccccc2)C(=O)OCOC(C)=O)c1, predict the reactants needed to synthesize it. The reactants are: CC(=O)OCBr.CNS(=O)(=O)c1cccc(CCCC(CCc2ccccc2)C(=O)O)c1. (3) Given the product CCCCCC1=CCC(CO)CC1, predict the reactants needed to synthesize it. The reactants are: CCCCCC1=CCC(C(=O)O)CC1. (4) Given the product Cc1cccc2c(=O)[nH]c(N3CCN(CCCCN4CCN(C)CC4)CC3)cc12, predict the reactants needed to synthesize it. The reactants are: CN1CCN(CCCCN2CCNCC2)CC1.Cc1cccc2c(=O)[nH]c(Cl)cc12. (5) Given the product CCN1N=C(c2c(C)n(CC(=O)O)c3ccc(F)cc23)c2ccccc2S1(=O)=O, predict the reactants needed to synthesize it. The reactants are: CCN1N=C(c2c(C)n(CC(=O)OC(C)(C)C)c3ccc(F)cc23)c2ccccc2S1(=O)=O. (6) Given the product COC(=O)c1cc2ccccc2n1Cc1cc(-c2ccc(Cl)s2)on1, predict the reactants needed to synthesize it. The reactants are: COC(=O)c1cc2ccccc2[nH]1.Clc1ccc(-c2cc(CBr)no2)s1.